This data is from Full USPTO retrosynthesis dataset with 1.9M reactions from patents (1976-2016). The task is: Predict the reactants needed to synthesize the given product. (1) The reactants are: [N-:1]=[N+:2]=[N-:3].[Na+].[CH3:5][S:6]([O:9][CH2:10][CH2:11][O:12][CH2:13][CH2:14][O:15][CH2:16][CH2:17][O:18][CH2:19][CH2:20]OS(C)(=O)=O)(=[O:8])=[O:7].C(O)C. Given the product [CH3:5][S:6]([O:9][CH2:10][CH2:11][O:12][CH2:13][CH2:14][O:15][CH2:16][CH2:17][O:18][CH2:19][CH2:20][N:1]=[N+:2]=[N-:3])(=[O:8])=[O:7], predict the reactants needed to synthesize it. (2) Given the product [C:27]([O:26][C:24]([N:31]1[CH2:36][CH2:35][N:34]([C:2]2[CH:7]=[CH:6][CH:5]=[C:4]([S:8]([N:11]3[CH2:16][CH2:15][CH:14]([C:17]4[CH:22]=[CH:21][CH:20]=[CH:19][C:18]=4[F:23])[CH2:13][CH2:12]3)(=[O:10])=[O:9])[N:3]=2)[CH2:33][CH2:32]1)=[O:25])([CH3:30])([CH3:28])[CH3:29], predict the reactants needed to synthesize it. The reactants are: F[C:2]1[CH:7]=[CH:6][CH:5]=[C:4]([S:8]([N:11]2[CH2:16][CH2:15][CH:14]([C:17]3[CH:22]=[CH:21][CH:20]=[CH:19][C:18]=3[F:23])[CH2:13][CH2:12]2)(=[O:10])=[O:9])[N:3]=1.[C:24]([N:31]1[CH2:36][CH2:35][NH:34][CH2:33][CH2:32]1)([O:26][C:27]([CH3:30])([CH3:29])[CH3:28])=[O:25].CN(C)C(N(C)C)=N. (3) Given the product [CH3:1][C:2]1[C:7]([CH3:8])=[CH:6][CH:5]=[CH:4][C:3]=1[N:9]1[C:10]([SH:11])=[N:14][N:13]=[N:12]1, predict the reactants needed to synthesize it. The reactants are: [CH3:1][C:2]1[C:7]([CH3:8])=[CH:6][CH:5]=[CH:4][C:3]=1[N:9]=[C:10]=[S:11].[N-:12]=[N+:13]=[N-:14].[Na+].Cl. (4) Given the product [C:9]([O:13][C:14](=[O:15])[NH:16][C@H:17]1[CH2:24][C@H:25]([CH3:32])[CH2:26][N:8]([CH2:1][C:2]2[CH:7]=[CH:6][CH:5]=[CH:4][CH:3]=2)[CH2:18]1)([CH3:10])([CH3:11])[CH3:12], predict the reactants needed to synthesize it. The reactants are: [CH2:1]([NH2:8])[C:2]1[CH:7]=[CH:6][CH:5]=[CH:4][CH:3]=1.[C:9]([O:13][C:14]([NH:16][C@@H:17]([CH2:24][C@H:25]([CH3:32])[CH2:26]OS(C)(=O)=O)[CH2:18]OS(C)(=O)=O)=[O:15])([CH3:12])([CH3:11])[CH3:10]. (5) Given the product [C:21]([C:7]1[C:8]2[S:12][C:11]([NH:13][C:14]([CH:16]3[CH2:18][CH2:17]3)=[O:15])=[N:10][C:9]=2[CH:19]=[CH:20][C:6]=1[O:5][C:4]1[CH:3]=[C:2]([NH:1][C:31](=[O:32])[C:30]2[CH:34]=[CH:35][C:36]([C:37]([F:38])([F:39])[F:40])=[C:28]([C:27]([F:26])([F:41])[F:42])[CH:29]=2)[CH:25]=[CH:24][CH:23]=1)#[N:22], predict the reactants needed to synthesize it. The reactants are: [NH2:1][C:2]1[CH:3]=[C:4]([CH:23]=[CH:24][CH:25]=1)[O:5][C:6]1[CH:20]=[CH:19][C:9]2[N:10]=[C:11]([NH:13][C:14]([CH:16]3[CH2:18][CH2:17]3)=[O:15])[S:12][C:8]=2[C:7]=1[C:21]#[N:22].[F:26][C:27]([F:42])([F:41])[C:28]1[CH:29]=[C:30]([CH:34]=[CH:35][C:36]=1[C:37]([F:40])([F:39])[F:38])[C:31](O)=[O:32].F[P-](F)(F)(F)(F)F.N1(OC(N(C)C)=[N+](C)C)C2N=CC=CC=2N=N1.N1C=CC=CC=1. (6) Given the product [CH2:3]([C:5]1[CH:10]=[C:9]([C:11]2[S:12][CH:13]=[CH:14][CH:15]=2)[N:8]=[CH:7][C:6]=1[N:16]([CH3:28])[C:17]1[N:22]=[CH:21][C:20]2[N:23]=[CH:24][N:25]([CH3:26])[C:19]=2[CH:18]=1)[CH3:4], predict the reactants needed to synthesize it. The reactants are: [H-].[Na+].[CH2:3]([C:5]1[CH:10]=[C:9]([C:11]2[S:12][CH:13]=[CH:14][CH:15]=2)[N:8]=[CH:7][C:6]=1[NH:16][C:17]1[N:22]=[CH:21][C:20]2[N:23]=[CH:24][N:25]([CH3:26])[C:19]=2[CH:18]=1)[CH3:4].I[CH3:28].O. (7) Given the product [CH3:35][NH:36][C:2]1[N:7]=[CH:6][N:5]=[C:4]([O:8][C:9]2[CH:14]=[CH:13][C:12]([NH:15][C:16]([NH:18][C:19]3[CH:24]=[C:23]([C:25]([F:28])([F:27])[F:26])[CH:22]=[C:21]([CH2:29][N:30]([CH2:33][CH3:34])[CH2:31][CH3:32])[CH:20]=3)=[O:17])=[CH:11][CH:10]=2)[CH:3]=1, predict the reactants needed to synthesize it. The reactants are: Cl[C:2]1[N:7]=[CH:6][N:5]=[C:4]([O:8][C:9]2[CH:14]=[CH:13][C:12]([NH:15][C:16]([NH:18][C:19]3[CH:24]=[C:23]([C:25]([F:28])([F:27])[F:26])[CH:22]=[C:21]([CH2:29][N:30]([CH2:33][CH3:34])[CH2:31][CH3:32])[CH:20]=3)=[O:17])=[CH:11][CH:10]=2)[CH:3]=1.[CH3:35][NH2:36].